Dataset: Forward reaction prediction with 1.9M reactions from USPTO patents (1976-2016). Task: Predict the product of the given reaction. Given the reactants C([O:3][C:4](=[O:35])[CH2:5][N:6]1[CH2:11][CH2:10][CH2:9][CH:8]([NH:12][C:13]([C:15]2[CH:16]=[N:17][C:18]([O:21][CH2:22][C:23]3[C:24]([C:29]4[CH:34]=[CH:33][CH:32]=[CH:31][CH:30]=4)=[N:25][O:26][C:27]=3[CH3:28])=[CH:19][CH:20]=2)=[O:14])[CH2:7]1)C.O.[OH-].[Li+], predict the reaction product. The product is: [CH3:28][C:27]1[O:26][N:25]=[C:24]([C:29]2[CH:34]=[CH:33][CH:32]=[CH:31][CH:30]=2)[C:23]=1[CH2:22][O:21][C:18]1[N:17]=[CH:16][C:15]([C:13]([NH:12][CH:8]2[CH2:9][CH2:10][CH2:11][N:6]([CH2:5][C:4]([OH:35])=[O:3])[CH2:7]2)=[O:14])=[CH:20][CH:19]=1.